From a dataset of Forward reaction prediction with 1.9M reactions from USPTO patents (1976-2016). Predict the product of the given reaction. (1) Given the reactants [NH2:1][C@@H](C1[N:11]2[C:7]([S:8][C:9]([NH:12][C:13]3[CH:18]=[CH:17][CH:16]=[C:15]([Cl:19])[CH:14]=3)=[N:10]2)=NN=1)C.[NH2:20][C:21]1[C:22]([C:32]([OH:34])=O)=[N:23][C:24]([C:27]2[CH:31]=[CH:30][O:29][CH:28]=2)=[CH:25][N:26]=1.CN(C(ON1N=NC2C=CC=CC1=2)=[N+](C)C)C.F[P-](F)(F)(F)(F)F, predict the reaction product. The product is: [NH2:23][CH:22]([C:21]1[N:10]2[C@H:9]([S:8][CH:7]=[N:11]2)[N:12]([C:13]2[CH:18]=[CH:17][CH:16]=[C:15]([Cl:19])[CH:14]=2)[N:20]=1)[CH3:32].[O:29]1[CH:30]=[CH:31][C:27]([C:24]2[N:23]=[C:22]([C:32]([NH2:1])=[O:34])[CH:21]=[N:26][CH:25]=2)=[CH:28]1. (2) Given the reactants [CH:1](O)=[O:2].[C:4]([O:7][C:8](=[O:10])C)(=[O:6])[CH3:5].C(N(C(C)C)CC)(C)C.[O:20]1[CH2:24][CH2:23][O:22][CH:21]1[C:25]1[CH:30]=[CH:29][C:28]([O:31][C:32]2[CH:38]=[CH:37][C:35]([NH2:36])=[C:34]([N+:39]([O-:41])=[O:40])[CH:33]=2)=[C:27]([O:42][CH3:43])[CH:26]=1.C(OC=O)(=O)C, predict the reaction product. The product is: [C:4]([O:7][CH:8]=[O:10])(=[O:6])[CH3:5].[O:20]1[CH2:24][CH2:23][O:22][CH:21]1[C:25]1[CH:30]=[CH:29][C:28]([O:31][C:32]2[CH:38]=[CH:37][C:35]([NH:36][CH:1]=[O:2])=[C:34]([N+:39]([O-:41])=[O:40])[CH:33]=2)=[C:27]([O:42][CH3:43])[CH:26]=1. (3) Given the reactants Br[C:2]1[CH:3]=[C:4]([C:8]2[N:17]=[C:16]([C:18]([O:20][CH2:21][CH3:22])=[O:19])[C:15]3[C:10](=[C:11]([F:23])[CH:12]=[CH:13][CH:14]=3)[N:9]=2)[CH:5]=[CH:6][CH:7]=1.[CH3:24][C:25]1[O:29][C:28]([C@@:30]([OH:34])([C:32]#[CH:33])[CH3:31])=[N:27][CH:26]=1, predict the reaction product. The product is: [F:23][C:11]1[CH:12]=[CH:13][CH:14]=[C:15]2[C:10]=1[N:9]=[C:8]([C:4]1[CH:5]=[CH:6][CH:7]=[C:2]([C:33]#[C:32][C@:30]([OH:34])([C:28]3[O:29][C:25]([CH3:24])=[CH:26][N:27]=3)[CH3:31])[CH:3]=1)[N:17]=[C:16]2[C:18]([O:20][CH2:21][CH3:22])=[O:19]. (4) Given the reactants Cl[C:2]1[C:3]([O:8][CH:9]2[CH2:14][CH2:13][N:12]([C:15]3[CH:24]=[CH:23][C:22]4[C:17](=[CH:18][CH:19]=[CH:20][CH:21]=4)[N:16]=3)[CH2:11][CH2:10]2)=[N:4][CH:5]=[CH:6][N:7]=1.C[C:26]1[CH:27]=[N:28][CH:29]=[CH:30][C:31]=1B1OC(C)(C)C(C)(C)O1.[O-]P([O-])([O-])=O.[K+].[K+].[K+].O1CCOC[CH2:50]1, predict the reaction product. The product is: [CH3:50][C:27]1[CH:26]=[C:31]([C:2]2[C:3]([O:8][CH:9]3[CH2:14][CH2:13][N:12]([C:15]4[CH:24]=[CH:23][C:22]5[C:17](=[CH:18][CH:19]=[CH:20][CH:21]=5)[N:16]=4)[CH2:11][CH2:10]3)=[N:4][CH:5]=[CH:6][N:7]=2)[CH:30]=[CH:29][N:28]=1. (5) The product is: [NH2:24][C@@H:17]([CH2:18][C:19]1[S:20][CH:21]=[CH:22][CH:23]=1)[C:16]([N:13]1[CH2:12][CH2:11][N:10]([C:8]2[S:9][C:5]3[CH:4]=[C:3]([CH2:2][OH:1])[CH:34]=[CH:33][C:6]=3[N:7]=2)[CH2:15][CH2:14]1)=[O:32]. Given the reactants [OH:1][CH2:2][C:3]1[CH:34]=[CH:33][C:6]2[N:7]=[C:8]([N:10]3[CH2:15][CH2:14][N:13]([C:16](=[O:32])[C@@H:17]([NH:24]C(=O)OC(C)(C)C)[CH2:18][C:19]4[S:20][CH:21]=[CH:22][CH:23]=4)[CH2:12][CH2:11]3)[S:9][C:5]=2[CH:4]=1.Cl, predict the reaction product. (6) Given the reactants [CH:1]1([S:4]([NH2:7])(=[O:6])=[O:5])[CH2:3][CH2:2]1.[H-].[Na+].[Cl:10][C:11]1[CH:12]=[C:13]2[C:18](=[C:19]([C:21](O)=[O:22])[CH:20]=1)[NH:17][CH:16]([C:24]1[CH:29]=[CH:28][CH:27]=[C:26]([NH:30][C:31]([C:33]3[CH:38]=[N:37][CH:36]=[CH:35][N:34]=3)=[O:32])[CH:25]=1)[C:15]([CH3:40])([CH3:39])[CH2:14]2.C(N1C=CN=C1)(N1C=CN=C1)=O, predict the reaction product. The product is: [Cl:10][C:11]1[CH:12]=[C:13]2[C:18](=[C:19]([C:21]([NH:7][S:4]([CH:1]3[CH2:3][CH2:2]3)(=[O:6])=[O:5])=[O:22])[CH:20]=1)[NH:17][CH:16]([C:24]1[CH:25]=[C:26]([NH:30][C:31]([C:33]3[CH:38]=[N:37][CH:36]=[CH:35][N:34]=3)=[O:32])[CH:27]=[CH:28][CH:29]=1)[C:15]([CH3:40])([CH3:39])[CH2:14]2. (7) Given the reactants N[CH2:2]C(C)(C)CN1C2C=CC=CC=2N=C1CN(C)C1C2N=CC=CC=2CCC1.[CH3:29][N:30]([CH2:41][C:42]1[N:46]([CH2:47][CH:48]2[CH2:53]C[CH2:51][N:50]([CH3:54])[CH2:49]2)[C:45]2[CH:55]=[CH:56][CH:57]=[CH:58][C:44]=2[N:43]=1)[CH:31]1[C:40]2[N:39]=[CH:38][CH:37]=[CH:36][C:35]=2[CH2:34][CH2:33][CH2:32]1, predict the reaction product. The product is: [CH3:51][N:50]([CH3:54])[CH2:49][C:48]([CH3:53])([CH3:2])[CH2:47][N:46]1[C:45]2[CH:55]=[CH:56][CH:57]=[CH:58][C:44]=2[N:43]=[C:42]1[CH2:41][N:30]([CH3:29])[CH:31]1[C:40]2[N:39]=[CH:38][CH:37]=[CH:36][C:35]=2[CH2:34][CH2:33][CH2:32]1.